From a dataset of Forward reaction prediction with 1.9M reactions from USPTO patents (1976-2016). Predict the product of the given reaction. Given the reactants [F:1][C:2]([F:21])([F:20])[C:3](=O)[CH2:4][C:5]([C:7]1[CH:12]=[CH:11][C:10]([C:13]2[N:14]=[CH:15][S:16][CH:17]=2)=[C:9]([F:18])[CH:8]=1)=O.Cl.[NH:23]([C:25]1[CH:26]=[CH:27][C:28]([S:31]([NH2:34])(=[O:33])=[O:32])=[N:29][CH:30]=1)[NH2:24], predict the reaction product. The product is: [F:18][C:9]1[CH:8]=[C:7]([C:5]2[N:23]([C:25]3[CH:26]=[CH:27][C:28]([S:31]([NH2:34])(=[O:33])=[O:32])=[N:29][CH:30]=3)[N:24]=[C:3]([C:2]([F:21])([F:20])[F:1])[CH:4]=2)[CH:12]=[CH:11][C:10]=1[C:13]1[N:14]=[CH:15][S:16][CH:17]=1.